This data is from Catalyst prediction with 721,799 reactions and 888 catalyst types from USPTO. The task is: Predict which catalyst facilitates the given reaction. Reactant: [CH3:1][C:2]([C:8]1[CH:13]=[CH:12][CH:11]=[CH:10][CH:9]=1)([CH3:7])[CH2:3][C:4](O)=[O:5].C[N:15](C=O)C.C(Cl)(=O)C(Cl)=O. Product: [CH3:1][C:2]([C:8]1[CH:13]=[CH:12][CH:11]=[CH:10][CH:9]=1)([CH3:7])[CH2:3][C:4]([NH2:15])=[O:5]. The catalyst class is: 2.